Task: Regression. Given two drug SMILES strings and cell line genomic features, predict the synergy score measuring deviation from expected non-interaction effect.. Dataset: NCI-60 drug combinations with 297,098 pairs across 59 cell lines Drug 1: CN(CCCl)CCCl.Cl. Drug 2: CC(C)CN1C=NC2=C1C3=CC=CC=C3N=C2N. Cell line: UACC-257. Synergy scores: CSS=3.34, Synergy_ZIP=-2.47, Synergy_Bliss=-1.20, Synergy_Loewe=-2.65, Synergy_HSA=-2.30.